Dataset: Catalyst prediction with 721,799 reactions and 888 catalyst types from USPTO. Task: Predict which catalyst facilitates the given reaction. Reactant: [O:1]1[CH2:6][CH2:5][CH2:4][CH2:3][CH:2]1[N:7]1[C:11]2=[N:12][CH:13]=[N:14][C:15]([O:16][C:17]3[CH:22]=[CH:21][C:20]([NH2:23])=[CH:19][CH:18]=3)=[C:10]2[CH:9]=[N:8]1.[F:24][C:25]1[CH:30]=[CH:29][C:28]([NH:31][C:32]([C:34]2([C:37](O)=[O:38])[CH2:36][CH2:35]2)=[O:33])=[CH:27][CH:26]=1.CN(C(ON1N=NC2C=CC=NC1=2)=[N+](C)C)C.F[P-](F)(F)(F)(F)F.C(N(CC)CC)C. Product: [F:24][C:25]1[CH:26]=[CH:27][C:28]([NH:31][C:32]([C:34]2([C:37]([NH:23][C:20]3[CH:21]=[CH:22][C:17]([O:16][C:15]4[N:14]=[CH:13][N:12]=[C:11]5[N:7]([CH:2]6[CH2:3][CH2:4][CH2:5][CH2:6][O:1]6)[N:8]=[CH:9][C:10]=45)=[CH:18][CH:19]=3)=[O:38])[CH2:36][CH2:35]2)=[O:33])=[CH:29][CH:30]=1. The catalyst class is: 399.